This data is from Reaction yield outcomes from USPTO patents with 853,638 reactions. The task is: Predict the reaction yield, written as a fraction of the theoretical maximum amount of product (1.0 means a 100% yield; for example, 0.34 means a 34% yield). The reactants are [F:1][C:2]([F:32])([F:31])[C:3]([C:12]1[CH:27]=[CH:26][C:15]([O:16][C:17]2[CH:18]=[C:19]([CH:23]3[CH2:25][O:24]3)[CH:20]=[CH:21][CH:22]=2)=[C:14]([CH2:28][CH2:29][CH3:30])[CH:13]=1)([O:8][CH2:9][O:10][CH3:11])[C:4]([F:7])([F:6])[F:5].C([BH3-])#N.[Na+].C(=O)([O-])O.[Na+]. The catalyst is O1CCCC1. The product is [F:1][C:2]([F:31])([F:32])[C:3]([C:12]1[CH:27]=[CH:26][C:15]([O:16][C:17]2[CH:18]=[C:19]([CH2:23][CH2:25][OH:24])[CH:20]=[CH:21][CH:22]=2)=[C:14]([CH2:28][CH2:29][CH3:30])[CH:13]=1)([O:8][CH2:9][O:10][CH3:11])[C:4]([F:5])([F:7])[F:6]. The yield is 0.460.